Regression. Given two drug SMILES strings and cell line genomic features, predict the synergy score measuring deviation from expected non-interaction effect. From a dataset of NCI-60 drug combinations with 297,098 pairs across 59 cell lines. Drug 1: C1=CC(=C2C(=C1NCCNCCO)C(=O)C3=C(C=CC(=C3C2=O)O)O)NCCNCCO. Drug 2: CC1=C(C=C(C=C1)C(=O)NC2=CC(=CC(=C2)C(F)(F)F)N3C=C(N=C3)C)NC4=NC=CC(=N4)C5=CN=CC=C5. Cell line: HT29. Synergy scores: CSS=47.9, Synergy_ZIP=10.7, Synergy_Bliss=11.0, Synergy_Loewe=-3.16, Synergy_HSA=7.51.